From a dataset of hERG potassium channel inhibition data for cardiac toxicity prediction from Karim et al.. Regression/Classification. Given a drug SMILES string, predict its toxicity properties. Task type varies by dataset: regression for continuous values (e.g., LD50, hERG inhibition percentage) or binary classification for toxic/non-toxic outcomes (e.g., AMES mutagenicity, cardiotoxicity, hepatotoxicity). Dataset: herg_karim. (1) The molecule is Cc1nc2ccccc2n1C1C[C@H]2CC[C@H](C1)N2CCC1(c2ccccc2)CCN(C(=O)C(C)(C)NS(C)(=O)=O)CC1. The result is 0 (non-blocker). (2) The molecule is COc1ccc2ncc(F)c(CC(OCCO)C34CCC(NCc5ccc6c(n5)NC(=O)CO6)(CC3)CO4)c2n1. The result is 1 (blocker). (3) The compound is N[C@H](C(=O)N1CC[C@@H](F)C1)[C@H]1CC[C@@H](NC(=O)OCc2ccccc2)CC1. The result is 0 (non-blocker). (4) The result is 1 (blocker). The molecule is CN(C)CCOC1=Cc2ccccc2Sc2ccc(Cl)cc21. (5) The result is 0 (non-blocker). The molecule is O[C@H](COc1ccc(C(F)(F)F)cc1)CN1CCN(Cc2c(F)cccc2Cl)CC1. (6) The molecule is Cn1c(SCCCN2CC3CCN(c4ccccc4C#N)C3C2)nnc1-c1cnccn1. The result is 1 (blocker). (7) The compound is CC(=O)Nc1ccc2c(c1)N(c1cc(NC3CC3)n3ncc(C#N)c3n1)CC2. The result is 0 (non-blocker).